This data is from Tyrosyl-DNA phosphodiesterase HTS with 341,365 compounds. The task is: Binary Classification. Given a drug SMILES string, predict its activity (active/inactive) in a high-throughput screening assay against a specified biological target. The molecule is Clc1ccc(C(=O)COC(=O)CNC(=O)C)cc1. The result is 0 (inactive).